This data is from Full USPTO retrosynthesis dataset with 1.9M reactions from patents (1976-2016). The task is: Predict the reactants needed to synthesize the given product. (1) Given the product [NH2:19][C:20]1[N:25]=[C:24]([NH2:26])[C:23]([C:27]#[N:28])=[C:22]([NH:1][CH:2]([C:4]2[N:9]=[C:8]3[CH:10]=[CH:11][N:12]([CH3:13])[C:7]3=[CH:6][C:5]=2[N:14]2[CH2:17][CH:16]([OH:18])[CH2:15]2)[CH3:3])[N:21]=1, predict the reactants needed to synthesize it. The reactants are: [NH2:1][CH:2]([C:4]1[N:9]=[C:8]2[CH:10]=[CH:11][N:12]([CH3:13])[C:7]2=[CH:6][C:5]=1[N:14]1[CH2:17][CH:16]([OH:18])[CH2:15]1)[CH3:3].[NH2:19][C:20]1[N:25]=[C:24]([NH2:26])[C:23]([C:27]#[N:28])=[C:22](Cl)[N:21]=1.CCN(CC)CC. (2) Given the product [O:12]1[CH2:13][C@@H:14]([C:16]2[CH:23]=[CH:22][C:19]([C:20]#[N:21])=[CH:18][CH:17]=2)[CH2:15][NH:9][CH2:10][CH2:11]1, predict the reactants needed to synthesize it. The reactants are: C1([C@H]([N:9]2[CH2:15][C@H:14]([C:16]3[CH:23]=[CH:22][C:19]([C:20]#[N:21])=[CH:18][CH:17]=3)[CH2:13][O:12][CH2:11][CH2:10]2)C)C=CC=CC=1.ClC(OC(Cl)C)=O.CO. (3) Given the product [Cl-:1].[Cl:1][C:2]1[CH:3]=[C:4]([C:9]2([CH:14]([OH:22])[CH2:15][NH+:16]3[CH2:17][CH2:18][CH2:19][CH2:20][CH2:21]3)[CH2:10][CH2:11][CH2:12][CH2:13]2)[CH:5]=[CH:6][C:7]=1[Cl:8], predict the reactants needed to synthesize it. The reactants are: [Cl:1][C:2]1[CH:3]=[C:4]([C:9]2([CH:14]([OH:22])[CH2:15][N:16]3[CH2:21][CH2:20][CH2:19][CH2:18][CH2:17]3)[CH2:13][CH2:12][CH2:11][CH2:10]2)[CH:5]=[CH:6][C:7]=1[Cl:8].Cl. (4) Given the product [C:1]([O:5][C:6]([N:8]1[CH2:9][C@@H:10]([CH2:27][N:28]([CH:45]([CH3:47])[CH3:46])[C:29](=[O:44])[C:30]2[CH:35]=[CH:34][C:33]([O:36][CH3:37])=[C:32]([O:38][CH2:39][CH2:40][CH2:41][O:42][CH3:43])[CH:31]=2)[C@H:11]([NH:13][S:14]([CH2:17][C:18]2[CH:23]=[CH:22][CH:21]=[C:20]([NH2:24])[CH:19]=2)(=[O:15])=[O:16])[CH2:12]1)=[O:7])([CH3:3])([CH3:4])[CH3:2], predict the reactants needed to synthesize it. The reactants are: [C:1]([O:5][C:6]([N:8]1[CH2:12][C@@H:11]([NH:13][S:14]([CH2:17][C:18]2[CH:23]=[CH:22][CH:21]=[C:20]([N+:24]([O-])=O)[CH:19]=2)(=[O:16])=[O:15])[C@H:10]([CH2:27][N:28]([CH:45]([CH3:47])[CH3:46])[C:29](=[O:44])[C:30]2[CH:35]=[CH:34][C:33]([O:36][CH3:37])=[C:32]([O:38][CH2:39][CH2:40][CH2:41][O:42][CH3:43])[CH:31]=2)[CH2:9]1)=[O:7])([CH3:4])([CH3:3])[CH3:2]. (5) Given the product [Cl:27][CH2:14][C:11]1[S:12][CH:13]=[C:9]([C:4]2([CH3:3])[O:8][CH2:7][CH2:6][O:5]2)[CH:10]=1, predict the reactants needed to synthesize it. The reactants are: N#N.[CH3:3][C:4]1([C:9]2[CH:10]=[C:11]([CH2:14]O)[S:12][CH:13]=2)[O:8][CH2:7][CH2:6][O:5]1.CCN(CC)CC.S([Cl:27])(C)(=O)=O. (6) Given the product [Br:1][C:2]1[CH:11]=[CH:10][C:5]2[N:6]=[C:7]([N:13]3[CH2:18][CH2:17][CH2:16][C@H:15]([OH:19])[CH2:14]3)[S:8][C:4]=2[CH:3]=1, predict the reactants needed to synthesize it. The reactants are: [Br:1][C:2]1[CH:11]=[CH:10][C:5]2[N:6]=[C:7](Cl)[S:8][C:4]=2[CH:3]=1.Cl.[NH:13]1[CH2:18][CH2:17][CH2:16][C@H:15]([OH:19])[CH2:14]1.C(N(CC)C(C)C)(C)C.